Dataset: Catalyst prediction with 721,799 reactions and 888 catalyst types from USPTO. Task: Predict which catalyst facilitates the given reaction. Reactant: [F:1][C:2]([F:24])([F:23])[C:3]1[CH:8]=[CH:7][C:6]([S:9]([NH:12][CH2:13][C@H:14]2[CH2:19][CH2:18][C@H:17]([C:20]([OH:22])=O)[CH2:16][CH2:15]2)(=[O:11])=[O:10])=[CH:5][CH:4]=1.CCN=C=NCCCN(C)C.CCN(CC)CC.[CH3:43][N:44]1[CH2:49][CH2:48][NH:47][CH2:46][CH2:45]1. Product: [CH3:43][N:44]1[CH2:49][CH2:48][N:47]([C:20]([C@H:17]2[CH2:16][CH2:15][C@H:14]([CH2:13][NH:12][S:9]([C:6]3[CH:7]=[CH:8][C:3]([C:2]([F:23])([F:1])[F:24])=[CH:4][CH:5]=3)(=[O:10])=[O:11])[CH2:19][CH2:18]2)=[O:22])[CH2:46][CH2:45]1. The catalyst class is: 34.